Dataset: Catalyst prediction with 721,799 reactions and 888 catalyst types from USPTO. Task: Predict which catalyst facilitates the given reaction. (1) Reactant: [C:1]1([OH:9])[C:2]([CH3:8])=[CH:3][CH:4]=[CH:5][C:6]=1[CH3:7].[C:10]1([S:16]([C:18]2[CH:23]=[CH:22][CH:21]=[CH:20][CH:19]=2)=O)[CH:15]=[CH:14][CH:13]=[CH:12][CH:11]=1.O=P12OP3(OP(OP(O3)(O1)=O)(=O)O2)=O.CS(O)(=O)=O.[I-:43].[K+]. Product: [I-:43].[CH3:8][C:2]1[CH:3]=[C:4]([S+:16]([C:18]2[CH:19]=[CH:20][CH:21]=[CH:22][CH:23]=2)[C:10]2[CH:15]=[CH:14][CH:13]=[CH:12][CH:11]=2)[CH:5]=[C:6]([CH3:7])[C:1]=1[OH:9]. The catalyst class is: 6. (2) Reactant: [CH3:1][O:2][C:3]([C:5]1[C:14](=[O:15])[NH:13][C:8]2=[N:9][CH:10]=[CH:11][N:12]=[C:7]2[C:6]=1[O:16][C:17](=[O:21])[CH:18]([CH3:20])[CH3:19])=[O:4].[C:22](=O)([O-])[O-].[K+].[K+].CI. Product: [CH3:1][O:2][C:3]([C:5]1[C:14](=[O:15])[N:13]([CH3:22])[C:8]2=[N:9][CH:10]=[CH:11][N:12]=[C:7]2[C:6]=1[O:16][C:17](=[O:21])[CH:18]([CH3:19])[CH3:20])=[O:4]. The catalyst class is: 647.